This data is from Catalyst prediction with 721,799 reactions and 888 catalyst types from USPTO. The task is: Predict which catalyst facilitates the given reaction. (1) Reactant: C(O[C:6](=O)[N:7]([CH2:9][C:10]1[CH:14]=[C:13]([C:15]2[CH:20]=[CH:19][CH:18]=[CH:17][CH:16]=2)[N:12]([S:21]([C:24]2[C:25]([Cl:30])=[N:26][CH:27]=[CH:28][CH:29]=2)(=[O:23])=[O:22])[CH:11]=1)C)(C)(C)C.C(OCC)(=O)C.Cl. Product: [ClH:30].[Cl:30][C:25]1[C:24]([S:21]([N:12]2[C:13]([C:15]3[CH:20]=[CH:19][CH:18]=[CH:17][CH:16]=3)=[CH:14][C:10]([CH2:9][NH:7][CH3:6])=[CH:11]2)(=[O:22])=[O:23])=[CH:29][CH:28]=[CH:27][N:26]=1. The catalyst class is: 13. (2) Reactant: Cl.[C:2]([C:4]1[C:5]([NH:31][CH2:32][CH:33]2[O:38][CH2:37][CH2:36][N:35]([CH3:39])[CH2:34]2)=[CH:6][C:7]([NH:10][C:11]([N:13]2[C:22]3[C:17](=[CH:18][C:19]([CH:28]([F:30])[F:29])=[C:20]([CH:23](OC)[O:24]C)[N:21]=3)[CH2:16][CH2:15][CH2:14]2)=[O:12])=[N:8][CH:9]=1)#[N:3].C([O-])(O)=O.[Na+]. The catalyst class is: 1. Product: [C:2]([C:4]1[C:5]([NH:31][CH2:32][CH:33]2[O:38][CH2:37][CH2:36][N:35]([CH3:39])[CH2:34]2)=[CH:6][C:7]([NH:10][C:11]([N:13]2[C:22]3[C:17](=[CH:18][C:19]([CH:28]([F:30])[F:29])=[C:20]([CH:23]=[O:24])[N:21]=3)[CH2:16][CH2:15][CH2:14]2)=[O:12])=[N:8][CH:9]=1)#[N:3]. (3) Reactant: [N:1]1[CH:6]=[CH:5][CH:4]=[CH:3][C:2]=1[C:7](=[NH:10])OC.[CH3:11][NH:12][NH2:13]. Product: [CH3:11][NH:12][NH:13][C:7](=[NH:10])[C:2]1[CH:3]=[CH:4][CH:5]=[CH:6][N:1]=1. The catalyst class is: 17. (4) Reactant: [F:1][C:2]([F:16])([F:15])[C:3]1[CH:8]=[CH:7][C:6]([C:9]2(C#N)[CH2:12][CH2:11][CH2:10]2)=[CH:5][CH:4]=1.C[Mg+].[Br-].CC[O:22][CH2:23][CH3:24].O.Cl. Product: [F:1][C:2]([F:15])([F:16])[C:3]1[CH:4]=[CH:5][C:6]([C:9]2([C:23](=[O:22])[CH3:24])[CH2:12][CH2:11][CH2:10]2)=[CH:7][CH:8]=1. The catalyst class is: 11. (5) Reactant: Br[C:2]1[C:7]([O:8][CH3:9])=[CH:6][CH:5]=[C:4]([N+:10]([O-])=O)[N:3]=1.O.NN. Product: [NH2:10][C:4]1[CH:5]=[CH:6][C:7]([O:8][CH3:9])=[CH:2][N:3]=1. The catalyst class is: 178.